From a dataset of Catalyst prediction with 721,799 reactions and 888 catalyst types from USPTO. Predict which catalyst facilitates the given reaction. (1) Reactant: [CH3:1][CH2:2][CH2:3][CH2:4][C:5]1[CH:6]=[CH:7][C:8]([OH:11])=[CH:9][CH:10]=1.[CH3:12][C:13](OC(C)=O)=[O:14].N1C=CC=CC=1. Product: [C:13]([O:11][C:8]1[CH:7]=[CH:6][C:5]([CH2:4][CH2:3][CH2:2][CH3:1])=[CH:10][CH:9]=1)(=[O:14])[CH3:12]. The catalyst class is: 4. (2) Reactant: [B-](F)(F)(F)F.C1[N+](=S(F)[F:13])CCOC1.F.F.F.C(N(CC)CC)C.O[C@@H:26]1[CH2:31][CH2:30][C@@H:29]([C:32]([O:34][CH2:35][C:36]2[CH:41]=[CH:40][CH:39]=[CH:38][CH:37]=2)=[O:33])[C@H:28]([C:42]([O:44][CH3:45])=[O:43])[CH2:27]1. Product: [F:13][C@H:26]1[CH2:31][CH2:30][C@@H:29]([C:32]([O:34][CH2:35][C:36]2[CH:41]=[CH:40][CH:39]=[CH:38][CH:37]=2)=[O:33])[C@H:28]([C:42]([O:44][CH3:45])=[O:43])[CH2:27]1. The catalyst class is: 2.